This data is from Volume of distribution at steady state (VDss) regression data from Lombardo et al.. The task is: Regression/Classification. Given a drug SMILES string, predict its absorption, distribution, metabolism, or excretion properties. Task type varies by dataset: regression for continuous measurements (e.g., permeability, clearance, half-life) or binary classification for categorical outcomes (e.g., BBB penetration, CYP inhibition). For this dataset (vdss_lombardo), we predict log10(VDss) (log10 of volume of distribution in L/kg). (1) The drug is CC(=O)OC1C(=O)C2(C)C(O)CC3OCC3(OC(C)=O)C2C(OC(=O)c2ccccc2)C23OC(=O)OC2C(OC(=O)C(O)C(CC(C)C)NC(=O)OC(C)(C)C)C(C)=C1C3(C)C. The log10(VDss) is 1.14. (2) The molecule is COc1ccc2[nH]cc(CCNC(C)=O)c2c1. The log10(VDss) is 0.0400. (3) The compound is CC(C(=O)[O-])c1cccc(Oc2ccccc2)c1. The log10(VDss) is -1.00. (4) The drug is CCOC(=O)C(CCc1ccccc1)NC(C)C(=O)N1CC2(CC1C(=O)[O-])SCCS2. The log10(VDss) is -0.370. (5) The drug is CC1(C)SC2C(NC(=O)C(NC(=O)N3CCNC3=O)c3ccccc3)C(=O)N2C1C(=O)[O-]. The log10(VDss) is -0.590. (6) The drug is CC(=O)Nc1ccc(C2=NNC(=O)CC2C)cc1. The log10(VDss) is 0.380. (7) The molecule is [NH3+]C1(C(=O)[O-])CC1. The log10(VDss) is -0.140. (8) The molecule is CC(C)(C)NC(=O)C1CN(Cc2cccnc2)CCN1CC(O)CC(Cc1ccccc1)C(=O)NC1c2ccccc2CC1O. The log10(VDss) is -0.0900. (9) The drug is COc1ccc(-n2nc(C(N)=O)c3c2C(=O)N(c2ccc(N4CCCCC4=O)cc2)CC3)cc1. The log10(VDss) is -0.520. (10) The drug is Cc1nc(=O)c(C#N)c(NCc2cccnc2)[nH]1. The log10(VDss) is -0.410.